Dataset: Forward reaction prediction with 1.9M reactions from USPTO patents (1976-2016). Task: Predict the product of the given reaction. (1) Given the reactants [CH2:1]([S:3][CH2:4][C:5]1[CH:6]=[N:7][N:8]([CH3:10])[CH:9]=1)[CH3:2].C([Li])CCC.C(O[B:20]1[O:24][C:23]([CH3:26])([CH3:25])[C:22]([CH3:28])([CH3:27])[O:21]1)(C)C, predict the reaction product. The product is: [CH2:1]([S:3][CH2:4][C:5]1[CH:6]=[N:7][N:8]([CH3:10])[C:9]=1[B:20]1[O:24][C:23]([CH3:26])([CH3:25])[C:22]([CH3:28])([CH3:27])[O:21]1)[CH3:2]. (2) Given the reactants [CH2:1]([O:5][CH2:6][CH2:7][O:8][C:9]1[CH:14]=[CH:13][C:12]([C:15]2[CH:16]=[CH:17][C:18]3[N:25]([CH2:26][C:27]4[CH:28]=[N:29][N:30]([CH3:32])[CH:31]=4)[CH2:24][CH2:23][CH2:22][C:21]([C:33](O)=[O:34])=[CH:20][C:19]=3[CH:36]=2)=[CH:11][CH:10]=1)[CH2:2][CH2:3][CH3:4].CN(C=O)C.C(Cl)(=O)C(Cl)=O.[CH2:48]([N:51]1[C:55]([CH2:56][S:57]([C:59]2[CH:65]=[CH:64][C:62]([NH2:63])=[CH:61][CH:60]=2)=[O:58])=[CH:54][N:53]=[CH:52]1)[CH2:49][CH3:50], predict the reaction product. The product is: [CH2:1]([O:5][CH2:6][CH2:7][O:8][C:9]1[CH:10]=[CH:11][C:12]([C:15]2[CH:16]=[CH:17][C:18]3[N:25]([CH2:26][C:27]4[CH:28]=[N:29][N:30]([CH3:32])[CH:31]=4)[CH2:24][CH2:23][CH2:22][C:21]([C:33]([NH:63][C:62]4[CH:61]=[CH:60][C:59]([S:57]([CH2:56][C:55]5[N:51]([CH2:48][CH2:49][CH3:50])[CH:52]=[N:53][CH:54]=5)=[O:58])=[CH:65][CH:64]=4)=[O:34])=[CH:20][C:19]=3[CH:36]=2)=[CH:13][CH:14]=1)[CH2:2][CH2:3][CH3:4]. (3) Given the reactants Br[CH:2]1[CH2:11][CH:10]([C:12]([CH3:15])([CH3:14])[CH3:13])[CH2:9][CH2:8][C:3]21[O:7][CH2:6][CH2:5][O:4]2.C[O-].[Na+].O, predict the reaction product. The product is: [C:12]([CH:10]1[CH2:9][CH2:8][C:3]2([O:7][CH2:6][CH2:5][O:4]2)[CH:2]=[CH:11]1)([CH3:15])([CH3:13])[CH3:14].